From a dataset of Reaction yield outcomes from USPTO patents with 853,638 reactions. Predict the reaction yield, written as a fraction of the theoretical maximum amount of product (1.0 means a 100% yield; for example, 0.34 means a 34% yield). The reactants are B(Br)(Br)Br.C[O:6][C:7]1[CH:29]=[CH:28][C:10]([C:11]2[O:12][C:13]3[C:18]([C:19](=[O:21])[CH:20]=2)=[C:17]([O:22]C)[C:16]([O:24]C)=[C:15]([O:26]C)[CH:14]=3)=[CH:9][CH:8]=1. The catalyst is ClCCl. The product is [OH:6][C:7]1[CH:29]=[CH:28][C:10]([C:11]2[O:12][C:13]3[C:18]([C:19](=[O:21])[CH:20]=2)=[C:17]([OH:22])[C:16]([OH:24])=[C:15]([OH:26])[CH:14]=3)=[CH:9][CH:8]=1. The yield is 0.880.